From a dataset of Catalyst prediction with 721,799 reactions and 888 catalyst types from USPTO. Predict which catalyst facilitates the given reaction. (1) Reactant: [CH3:1][C:2]1([CH3:9])[CH2:7][CH2:6][CH2:5][C:4](=[O:8])[CH2:3]1.[BH4-].[Na+]. Product: [CH3:1][C:2]1([CH3:9])[CH2:7][CH2:6][CH2:5][CH:4]([OH:8])[CH2:3]1. The catalyst class is: 5. (2) Reactant: [N+:1]([C:4]1[CH:5]=[C:6]([CH:9]=[CH:10][CH:11]=1)[CH2:7]Br)([O-:3])=[O:2].[NH:12]1[CH2:16][CH2:15][CH2:14][CH2:13]1. Product: [N+:1]([C:4]1[CH:5]=[C:6]([CH:9]=[CH:10][CH:11]=1)[CH2:7][N:12]1[CH2:16][CH2:15][CH2:14][CH2:13]1)([O-:3])=[O:2]. The catalyst class is: 1. (3) Reactant: [CH3:1][O:2][C:3](=[O:12])[C:4]1[C:5](=[CH:7][CH:8]=[C:9]([Cl:11])[CH:10]=1)[OH:6].[I:13]N1C(=O)CCC1=O. Product: [Cl:11][C:9]1[CH:8]=[C:7]([I:13])[C:5]([OH:6])=[C:4]([CH:10]=1)[C:3]([O:2][CH3:1])=[O:12]. The catalyst class is: 9. (4) Reactant: [Br:1][C:2]1[CH:3]=[C:4]([N:10]=C(C2C=CC=CC=2)C2C=CC=CC=2)[C:5](=[O:9])[N:6]([CH3:8])[CH:7]=1.Cl.O1CCOCC1. Product: [NH2:10][C:4]1[C:5](=[O:9])[N:6]([CH3:8])[CH:7]=[C:2]([Br:1])[CH:3]=1. The catalyst class is: 13. (5) Reactant: [N:1]1[CH:6]=[CH:5][C:4]([C:7]2[N:11]3[CH2:12][CH2:13][CH2:14][CH:15]([C:16]([O:18][CH2:19][CH3:20])=[O:17])[C:10]3=[N:9][N:8]=2)=[CH:3][CH:2]=1.[H-].[Na+].Cl[CH:24]([C:26]1[N:30]=[C:29]([C:31]2[CH:36]=[CH:35][CH:34]=[C:33]([Cl:37])[CH:32]=2)[O:28][N:27]=1)[CH3:25].[NH4+].[Cl-]. Product: [Cl:37][C:33]1[CH:32]=[C:31]([C:29]2[O:28][N:27]=[C:26]([CH:24]([C:15]3([C:16]([O:18][CH2:19][CH3:20])=[O:17])[CH2:14][CH2:13][CH2:12][N:11]4[C:7]([C:4]5[CH:5]=[CH:6][N:1]=[CH:2][CH:3]=5)=[N:8][N:9]=[C:10]34)[CH3:25])[N:30]=2)[CH:36]=[CH:35][CH:34]=1. The catalyst class is: 3. (6) The catalyst class is: 36. Product: [Cl:20][C:21]1[CH:22]=[C:23]([C:28]2[N:33]=[C:32]([CH3:34])[N:31]=[C:30]([N:35]([CH2:36][C:37]3[CH:38]=[CH:39][C:40]([O:43][CH3:44])=[CH:41][CH:42]=3)[CH2:45][C:46]3[CH:47]=[CH:48][C:49]([O:52][CH3:53])=[CH:50][CH:51]=3)[N:29]=2)[C:24]([NH:11][C:12]2[CH:17]=[N:16][C:15]([O:18][CH3:19])=[CH:14][CH:13]=2)=[N:25][CH:26]=1. Reactant: [Li+].C[Si]([N-][Si](C)(C)C)(C)C.[NH2:11][C:12]1[CH:13]=[CH:14][C:15]([O:18][CH3:19])=[N:16][CH:17]=1.[Cl:20][C:21]1[CH:22]=[C:23]([C:28]2[N:33]=[C:32]([CH3:34])[N:31]=[C:30]([N:35]([CH2:45][C:46]3[CH:51]=[CH:50][C:49]([O:52][CH3:53])=[CH:48][CH:47]=3)[CH2:36][C:37]3[CH:42]=[CH:41][C:40]([O:43][CH3:44])=[CH:39][CH:38]=3)[N:29]=2)[C:24](F)=[N:25][CH:26]=1.Cl. (7) Reactant: [OH:1][C:2]1[CH:7]=[C:6]([Cl:8])[N:5]=[N:4][C:3]=1Cl.[CH:10]1([C:13]2[CH:18]=[CH:17][CH:16]=[C:15]([CH3:19])[C:14]=2[OH:20])[CH2:12][CH2:11]1.C1(OC2C=CC=CC=2)C=CC=CC=1.[OH-].[K+].Cl. Product: [Cl:8][C:6]1[N:5]=[N:4][C:3]([O:20][C:14]2[C:15]([CH3:19])=[CH:16][CH:17]=[CH:18][C:13]=2[CH:10]2[CH2:11][CH2:12]2)=[C:2]([OH:1])[CH:7]=1. The catalyst class is: 5. (8) Reactant: [N+:1]([C:4]1[CH:12]=[CH:11][CH:10]=[C:9]2[C:5]=1[CH:6]=[CH:7][NH:8]2)([O-:3])=[O:2].[OH-].[K+].[CH2:15](I)[CH3:16].C1(C)C=CC=CC=1. Product: [CH2:15]([N:8]1[C:9]2[C:5](=[C:4]([N+:1]([O-:3])=[O:2])[CH:12]=[CH:11][CH:10]=2)[CH:6]=[CH:7]1)[CH3:16]. The catalyst class is: 21. (9) Reactant: [Cl:1][C:2]1[C:7]([F:8])=[CH:6][CH:5]=[C:4]([Cl:9])[C:3]=1[C@H:10]([O:12][C:13]1[C:14]2[O:22][CH:21]=[C:20]([C:23]3[CH2:24][CH2:25][NH:26][CH2:27][CH:28]=3)[C:15]=2[CH:16]=[N:17][C:18]=1[NH2:19])[CH3:11].[C:29]([N:33]=[C:34]=[O:35])([CH3:32])([CH3:31])[CH3:30].CCN(C(C)C)C(C)C. Product: [NH2:19][C:18]1[N:17]=[CH:16][C:15]2[C:20]([C:23]3[CH2:24][CH2:25][N:26]([C:34]([NH:33][C:29]([CH3:32])([CH3:31])[CH3:30])=[O:35])[CH2:27][CH:28]=3)=[CH:21][O:22][C:14]=2[C:13]=1[O:12][C@@H:10]([C:3]1[C:4]([Cl:9])=[CH:5][CH:6]=[C:7]([F:8])[C:2]=1[Cl:1])[CH3:11]. The catalyst class is: 3. (10) Reactant: [Cl:1][C:2]1[CH:7]=[CH:6][CH:5]=[C:4]([Cl:8])[C:3]=1[C:9]1[NH:13][C:12](=[O:14])[N:11]([C:15]2[CH:24]=[CH:23][C:18]([C:19]([O:21]C)=O)=[C:17]([O:25][CH3:26])[CH:16]=2)[N:10]=1.[Cl:27][C:28]1[CH:37]=[CH:36][C:31]([C:32](=[NH:35])[NH:33]O)=[CH:30][CH:29]=1.[H-].[Na+]. Product: [Cl:27][C:28]1[CH:37]=[CH:36][C:31]([C:32]2[N:35]=[C:19]([C:18]3[CH:23]=[CH:24][C:15]([N:11]4[C:12](=[O:14])[NH:13][C:9]([C:3]5[C:2]([Cl:1])=[CH:7][CH:6]=[CH:5][C:4]=5[Cl:8])=[N:10]4)=[CH:16][C:17]=3[O:25][CH3:26])[O:21][N:33]=2)=[CH:30][CH:29]=1. The catalyst class is: 1.